This data is from Forward reaction prediction with 1.9M reactions from USPTO patents (1976-2016). The task is: Predict the product of the given reaction. (1) Given the reactants [C:1]1([NH2:8])[CH:6]=[CH:5][C:4]([NH2:7])=[CH:3][CH:2]=1.Cl[C:10]1[C:19]2[C:14](=[CH:15][CH:16]=[CH:17][CH:18]=2)[C:13]([C:20]2[CH:25]=[CH:24][CH:23]=[CH:22][CH:21]=2)=[N:12][N:11]=1, predict the reaction product. The product is: [C:20]1([C:13]2[C:14]3[C:19](=[CH:18][CH:17]=[CH:16][CH:15]=3)[C:10]([NH:7][C:4]3[CH:5]=[CH:6][C:1]([NH2:8])=[CH:2][CH:3]=3)=[N:11][N:12]=2)[CH:21]=[CH:22][CH:23]=[CH:24][CH:25]=1. (2) The product is: [CH2:1]([NH:20][C:16]1[CH:15]=[C:14]([C:11]2[CH:12]=[CH:13][C:8]([C:7]([F:6])([F:21])[F:22])=[CH:9][CH:10]=2)[CH:19]=[CH:18][CH:17]=1)[CH2:2][CH2:3][CH3:4]. Given the reactants [CH:1](=O)[CH2:2][CH2:3][CH3:4].[F:6][C:7]([F:22])([F:21])[C:8]1[CH:13]=[CH:12][C:11]([C:14]2[CH:19]=[CH:18][CH:17]=[C:16]([NH2:20])[CH:15]=2)=[CH:10][CH:9]=1.C(O[BH-](OC(=O)C)OC(=O)C)(=O)C.[Na+].C(O)(=O)C, predict the reaction product.